This data is from Full USPTO retrosynthesis dataset with 1.9M reactions from patents (1976-2016). The task is: Predict the reactants needed to synthesize the given product. (1) Given the product [NH2:49][C:41]1[C:42]2[CH:47]=[CH:46][C:45]([NH:48][C:23](=[O:25])[C@@H:22]([C@@:17]3([CH3:21])[O:18][CH2:19][CH2:20][N:15]([C:12]4[CH:13]=[CH:14][N:10]([C:5]5[CH:6]=[CH:7][C:8](=[O:9])[N:3]([CH:2]([F:28])[F:1])[CH:4]=5)[N:11]=4)[C:16]3=[O:27])[OH:26])=[CH:44][C:43]=2[O:39][N:40]=1, predict the reactants needed to synthesize it. The reactants are: [F:1][CH:2]([F:28])[N:3]1[C:8](=[O:9])[CH:7]=[CH:6][C:5]([N:10]2[CH:14]=[CH:13][C:12]([N:15]3[CH2:20][CH2:19][O:18][C@@:17]([C@@H:22]([OH:26])[C:23]([OH:25])=O)([CH3:21])[C:16]3=[O:27])=[N:11]2)=[CH:4]1.C1C=NC2N(O)N=NC=2C=1.[O:39]1[C:43]2[CH:44]=[C:45]([NH2:48])[CH:46]=[CH:47][C:42]=2[C:41]([NH2:49])=[N:40]1.CCN=C=NCCCN(C)C.Cl. (2) Given the product [Si:1]([O:18][CH2:19][C:20]1[N:21]=[C:22]([C:36](=[O:38])[CH3:37])[N:23]([CH2:25][CH:26]=[CH2:27])[CH:24]=1)([C:14]([CH3:17])([CH3:16])[CH3:15])([C:8]1[CH:13]=[CH:12][CH:11]=[CH:10][CH:9]=1)[C:2]1[CH:7]=[CH:6][CH:5]=[CH:4][CH:3]=1, predict the reactants needed to synthesize it. The reactants are: [Si:1]([O:18][CH2:19][C:20]1[N:21]=[CH:22][N:23]([CH2:25][CH:26]=[CH2:27])[CH:24]=1)([C:14]([CH3:17])([CH3:16])[CH3:15])([C:8]1[CH:13]=[CH:12][CH:11]=[CH:10][CH:9]=1)[C:2]1[CH:7]=[CH:6][CH:5]=[CH:4][CH:3]=1.C([Li])CCC.CON(C)[C:36](=[O:38])[CH3:37].[Cl-].[NH4+]. (3) Given the product [NH2:1][C:4]1[CH:12]=[C:11]2[C:7]([CH:8]=[C:9]([C:13]([O:15][CH3:16])=[O:14])[NH:10]2)=[CH:6][CH:5]=1, predict the reactants needed to synthesize it. The reactants are: [N+:1]([C:4]1[CH:12]=[C:11]2[C:7]([CH:8]=[C:9]([C:13]([O:15][CH3:16])=[O:14])[NH:10]2)=[CH:6][CH:5]=1)([O-])=O.[NH4+].[Cl-]. (4) Given the product [Cl:56][C:57]1[CH:62]=[C:61]([Cl:63])[CH:60]=[CH:59][C:58]=1[CH2:64][NH:65][C:20]([CH:18]1[CH2:19][N:15]([C:12]2[CH:13]=[N:14][C:9]([F:8])=[CH:10][CH:11]=2)[C:16](=[O:24])[N:17]1[CH3:23])=[O:22], predict the reactants needed to synthesize it. The reactants are: OC(C(F)(F)F)=O.[F:8][C:9]1[N:14]=[CH:13][C:12]([N:15]2[CH2:19][CH:18]([C:20]([OH:22])=O)[N:17]([CH3:23])[C:16]2=[O:24])=[CH:11][CH:10]=1.C(N1CCOCC1)C.O.ON1C2C=CC=CC=2N=N1.Cl.C(N=C=NCCCN(C)C)C.[Cl:56][C:57]1[CH:62]=[C:61]([Cl:63])[CH:60]=[CH:59][C:58]=1[CH2:64][NH2:65]. (5) Given the product [OH:1][C:2]1[CH:3]=[CH:4][CH:5]=[C:6]2[C:11]=1[CH2:10][CH2:9][CH2:8][C:7]2=[O:12], predict the reactants needed to synthesize it. The reactants are: [OH:1][C:2]1[C:11]2[C:6](=[C:7]([OH:12])[CH:8]=[CH:9][CH:10]=2)[CH:5]=[CH:4][CH:3]=1.[OH-].[Na+].[H][H].